Dataset: Forward reaction prediction with 1.9M reactions from USPTO patents (1976-2016). Task: Predict the product of the given reaction. (1) Given the reactants Br[C:2]1[CH:7]=[CH:6][C:5]([O:8][CH3:9])=[CH:4][CH:3]=1.[Mg].C([O:13][B:14](OCC)[O:15]CC)C.S(=O)(=O)(O)O, predict the reaction product. The product is: [CH3:9][O:8][C:5]1[CH:6]=[CH:7][C:2]([B:14]([OH:15])[OH:13])=[CH:3][CH:4]=1. (2) Given the reactants [CH3:1][C:2]1[CH:7]=[CH:6][N:5]=[C:4]([NH2:8])[C:3]=1[N+:9]([O-])=O.[H][H].[C:14]1([C:20](OC)(OC)OC)[CH:19]=[CH:18][CH:17]=[CH:16][CH:15]=1.CC1C=CC(S(O)(=O)=O)=CC=1.C([O-])(O)=O.[Na+], predict the reaction product. The product is: [CH3:1][C:2]1[CH:7]=[CH:6][N:5]=[C:4]2[NH:8][C:20]([C:14]3[CH:19]=[CH:18][CH:17]=[CH:16][CH:15]=3)=[N:9][C:3]=12. (3) Given the reactants [CH2:1]([S:3]([C:6]1[CH:7]=[C:8]([C:12]2[CH:20]=[CH:19][C:18]([OH:21])=[C:17]3[C:13]=2[C:14]2[CH:25]=[C:24]([CH3:26])[CH:23]=[N:22][C:15]=2[NH:16]3)[CH:9]=[CH:10][CH:11]=1)(=[O:5])=[O:4])[CH3:2].C(S(C1C=C(C2C=[CH:45][C:44]([O:47][C@H](C)CO)=[C:43]3C=2C2C=C(C)C=NC=2N3)C=CC=1)(=O)=O)C, predict the reaction product. The product is: [CH2:1]([S:3]([C:6]1[CH:7]=[C:8]([C:12]2[CH:20]=[CH:19][C:18]([O:21][CH2:43][CH:44]([OH:47])[CH3:45])=[C:17]3[C:13]=2[C:14]2[CH:25]=[C:24]([CH3:26])[CH:23]=[N:22][C:15]=2[NH:16]3)[CH:9]=[CH:10][CH:11]=1)(=[O:5])=[O:4])[CH3:2]. (4) Given the reactants ClC1C=CC2N=C(NC3CCNC3)OC=2C=1.Cl.Cl[C:19]1[N:28]=[CH:27][C:26]2[C:21](=[CH:22][C:23]([Cl:29])=[CH:24][CH:25]=2)[N:20]=1.C(OC([N:37]1[CH2:42][CH2:41][CH2:40][CH:39]([NH2:43])[CH2:38]1)=O)(C)(C)C, predict the reaction product. The product is: [Cl:29][C:23]1[CH:22]=[C:21]2[C:26]([CH:27]=[N:28][C:19]([NH:43][CH:39]3[CH2:40][CH2:41][CH2:42][NH:37][CH2:38]3)=[N:20]2)=[CH:25][CH:24]=1. (5) Given the reactants Br[C:2]1[C:14]2[C:13]3[C:8](=[CH:9][C:10]([C:15]([OH:18])([CH3:17])[CH3:16])=[CH:11][CH:12]=3)[NH:7][C:6]=2[C:5]([C:19]([NH2:21])=[O:20])=[CH:4][C:3]=1[Cl:22].[F:23][C:24]1[C:33]2[N:28]([C:29](=[O:51])[N:30]([C:35]3[CH:40]=[CH:39][CH:38]=[C:37](B4OC(C)(C)C(C)(C)O4)[C:36]=3[CH3:50])[C:31](=[O:34])[CH:32]=2)[CH:27]=[CH:26][CH:25]=1.C([O-])([O-])=O.[Cs+].[Cs+], predict the reaction product. The product is: [Cl:22][C:3]1[CH:4]=[C:5]([C:19]([NH2:21])=[O:20])[C:6]2[NH:7][C:8]3[C:13]([C:14]=2[C:2]=1[C:37]1[CH:38]=[CH:39][CH:40]=[C:35]([N:30]2[C:31](=[O:34])[CH:32]=[C:33]4[C:24]([F:23])=[CH:25][CH:26]=[CH:27][N:28]4[C:29]2=[O:51])[C:36]=1[CH3:50])=[CH:12][CH:11]=[C:10]([C:15]([OH:18])([CH3:17])[CH3:16])[CH:9]=3.